From a dataset of Full USPTO retrosynthesis dataset with 1.9M reactions from patents (1976-2016). Predict the reactants needed to synthesize the given product. (1) Given the product [OH:1][C:2]1[CH:3]=[C:4]([CH:5]2[C:21]([C:22]3[CH:27]=[CH:26][CH:25]=[CH:24][CH:23]=3)=[C:20]([C:14]3[CH:19]=[CH:18][CH:17]=[CH:16][CH:15]=3)[NH:32][C:30](=[O:31])[NH:29]2)[CH:7]=[C:8]([N+:11]([O-:13])=[O:12])[C:9]=1[OH:10], predict the reactants needed to synthesize it. The reactants are: [OH:1][C:2]1[CH:3]=[C:4]([CH:7]=[C:8]([N+:11]([O-:13])=[O:12])[C:9]=1[OH:10])[CH:5]=O.[C:14]1([C:20](=O)[CH2:21][C:22]2[CH:27]=[CH:26][CH:25]=[CH:24][CH:23]=2)[CH:19]=[CH:18][CH:17]=[CH:16][CH:15]=1.[NH2:29][C:30]([NH2:32])=[O:31].Cl. (2) Given the product [Cl:1][C:2]1[CH:3]=[C:4]2[C:12](=[CH:13][CH:14]=1)[NH:11][C:10]1[CH2:9][CH2:8][CH:7]([CH2:15][NH2:17])[CH2:6][C:5]2=1, predict the reactants needed to synthesize it. The reactants are: [Cl:1][C:2]1[CH:3]=[C:4]2[C:12](=[CH:13][CH:14]=1)[NH:11][C:10]1[CH2:9][CH2:8][CH:7]([C:15]([NH2:17])=O)[CH2:6][C:5]2=1.[H-].[Al+3].[Li+].[H-].[H-].[H-].O.